Dataset: Catalyst prediction with 721,799 reactions and 888 catalyst types from USPTO. Task: Predict which catalyst facilitates the given reaction. (1) Reactant: [CH2:1]([O:3][C:4]1[CH:5]=[C:6]2[C:11](=[CH:12][CH:13]=1)[CH:10]=[C:9]([C:14]1[C:22]3[C:17](=[CH:18][CH:19]=[C:20]([C:23]#[N:24])[CH:21]=3)[NH:16][N:15]=1)[CH:8]=[CH:7]2)[CH3:2].[OH-:25].[Na+].OO.Cl. Product: [CH2:1]([O:3][C:4]1[CH:5]=[C:6]2[C:11](=[CH:12][CH:13]=1)[CH:10]=[C:9]([C:14]1[C:22]3[C:17](=[CH:18][CH:19]=[C:20]([C:23]([NH2:24])=[O:25])[CH:21]=3)[NH:16][N:15]=1)[CH:8]=[CH:7]2)[CH3:2]. The catalyst class is: 97. (2) The catalyst class is: 18. Product: [CH:23]([O:1][C:2]1[C:7]2[O:8][C:9]3[CH:14]=[CH:13][CH:12]=[CH:11][C:10]=3[C:6]=2[C:5]([CH:15]=[O:16])=[CH:4][CH:3]=1)([CH3:25])[CH3:24]. Reactant: [OH:1][C:2]1[C:7]2[O:8][C:9]3[CH:14]=[CH:13][CH:12]=[CH:11][C:10]=3[C:6]=2[C:5]([CH:15]=[O:16])=[CH:4][CH:3]=1.C(=O)([O-])[O-].[K+].[K+].[CH:23](Br)([CH3:25])[CH3:24].